This data is from Forward reaction prediction with 1.9M reactions from USPTO patents (1976-2016). The task is: Predict the product of the given reaction. (1) Given the reactants CC(OC(/N=N/C(OC(C)C)=O)=O)C.[CH2:15]([N:17]1[C:23]2[N:24]=[CH:25][C:26]([CH2:28][CH2:29][OH:30])=[CH:27][C:22]=2[C:21](=[O:31])[N:20]([CH3:32])[C:19]2[CH:33]=[CH:34][CH:35]=[N:36][C:18]1=2)[CH3:16].O[C:38]1[CH:43]=[CH:42][C:41]([NH:44][C:45](=[O:51])[O:46][C:47]([CH3:50])([CH3:49])[CH3:48])=[CH:40][C:39]=1[CH3:52].C1C=CC(P(C2C=CC=CC=2)C2C=CC=CC=2)=CC=1, predict the reaction product. The product is: [CH2:15]([N:17]1[C:23]2[N:24]=[CH:25][C:26]([CH2:28][CH2:29][O:30][C:38]3[CH:43]=[CH:42][C:41]([NH:44][C:45](=[O:51])[O:46][C:47]([CH3:48])([CH3:49])[CH3:50])=[CH:40][C:39]=3[CH3:52])=[CH:27][C:22]=2[C:21](=[O:31])[N:20]([CH3:32])[C:19]2[CH:33]=[CH:34][CH:35]=[N:36][C:18]1=2)[CH3:16]. (2) Given the reactants [CH3:1][C:2]1[S:3][CH:4]=[CH:5][CH:6]=1.[C:7]([OH:12])(=O)[C:8]([CH3:10])=[CH2:9].CS(O)(=O)=O.O=P12OP3(OP(OP(O3)(O1)=O)(=O)O2)=O.O, predict the reaction product. The product is: [CH3:1][C:2]1[S:3][C:4]2[C:7](=[O:12])[CH:8]([CH3:10])[CH2:9][C:5]=2[CH:6]=1. (3) Given the reactants [F:1][C:2]1[C:7]([F:8])=[CH:6][C:5]([N+:9]([O-:11])=[O:10])=[C:4](F)[N:3]=1.[F:13][C:14]1[C:15]([CH2:21][NH2:22])=[N:16][CH:17]=[C:18]([F:20])[CH:19]=1, predict the reaction product. The product is: [F:13][C:14]1[C:15]([CH2:21][NH:22][C:4]2[C:5]([N+:9]([O-:11])=[O:10])=[CH:6][C:7]([F:8])=[C:2]([F:1])[N:3]=2)=[N:16][CH:17]=[C:18]([F:20])[CH:19]=1. (4) Given the reactants [NH2:1][CH:2]1[C:11]2[C:6](=[CH:7][CH:8]=[CH:9][CH:10]=2)[C:5]([CH3:13])([CH3:12])[CH2:4][CH:3]1[OH:14].BrC1[CH:17]=[CH:18][CH:19]=[N:20][CH:21]=1.C([N:24](CC)C(=O)C1C=CC=CC=1O)C.P([O-])([O-])([O-])=O.[K+].[K+].[K+], predict the reaction product. The product is: [CH3:13][C:5]1([CH3:12])[C:6]2[C:11](=[CH:10][CH:9]=[CH:8][CH:7]=2)[CH:2]([NH:1][C:18]2[CH:19]=[N:20][CH:21]=[N:24][CH:17]=2)[CH:3]([OH:14])[CH2:4]1.